From a dataset of Catalyst prediction with 721,799 reactions and 888 catalyst types from USPTO. Predict which catalyst facilitates the given reaction. (1) Reactant: [NH2:1][C:2]1[C:11]2[N:12]=[CH:13][N:14]([CH2:15][CH2:16][CH2:17][CH2:18][NH:19][C:20](=[O:27])[C:21]3[CH:26]=[CH:25][CH:24]=[CH:23][CH:22]=3)[C:10]=2[C:9]2[CH:8]=[CH:7][CH:6]=[CH:5][C:4]=2[N:3]=1.[ClH:28]. Product: [OH2:27].[ClH:28].[NH2:1][C:2]1[C:11]2[N:12]=[CH:13][N:14]([CH2:15][CH2:16][CH2:17][CH2:18][NH:19][C:20](=[O:27])[C:21]3[CH:26]=[CH:25][CH:24]=[CH:23][CH:22]=3)[C:10]=2[C:9]2[CH:8]=[CH:7][CH:6]=[CH:5][C:4]=2[N:3]=1. The catalyst class is: 32. (2) Reactant: Br[C:2]1[C:11]2[C:6](=[CH:7][CH:8]=[CH:9][CH:10]=2)[C:5]([C:12]2NC([C@@H]3CCCN3C(OC(C)(C)C)=O)=N[CH:13]=2)=[CH:4][CH:3]=1.[CH3:29][C:30]1(C)[C:34](C)([CH3:35])OB(C2C=CC(C3N[C:29]([C@@H:30]4[CH2:34][CH2:35]CN4C(OC(C)(C)C)=O)=NC=3)=CC=2)O1.O.C([O-])([O-])=O.[K+].[K+]. Product: [C:12]1([C:5]2[C:6]3[C:11](=[CH:10][CH:9]=[CH:8][CH:7]=3)[CH:2]=[CH:3][CH:4]=2)[CH:13]=[CH:35][CH:34]=[CH:30][CH:29]=1. The catalyst class is: 75.